This data is from Catalyst prediction with 721,799 reactions and 888 catalyst types from USPTO. The task is: Predict which catalyst facilitates the given reaction. (1) Reactant: O([C:9]([O:11][C:12]([CH3:15])(C)C)=[O:10])[C:9]([O:11][C:12](C)(C)[CH3:15])=[O:10].[CH2:16](N(CC)CC)[CH3:17].CS([O-])(=O)=O.[CH2:28]([O:30][C:31]([C:33]1[CH:34]=[C:35]([C:53]2[CH:58]=[CH:57][C:56]([CH:59]3[CH2:64][CH2:63][NH2+:62][CH2:61][CH2:60]3)=[CH:55][CH:54]=2)[C:36]2[C:41]([CH:42]=1)=[CH:40][C:39]([C:43]1[CH:48]=[CH:47][C:46]([C:49]([F:52])([F:51])[F:50])=[CH:45][CH:44]=1)=[CH:38][CH:37]=2)=[O:32])[CH3:29]. Product: [CH2:28]([O:30][C:31]([C:33]1[CH:34]=[C:35]([C:53]2[CH:58]=[CH:57][C:56]([CH:59]3[CH2:60][CH2:61][N:62]([C:9]([O:11][CH2:12][CH2:15][CH2:16][CH3:17])=[O:10])[CH2:63][CH2:64]3)=[CH:55][CH:54]=2)[C:36]2[C:41]([CH:42]=1)=[CH:40][C:39]([C:43]1[CH:44]=[CH:45][C:46]([C:49]([F:51])([F:50])[F:52])=[CH:47][CH:48]=1)=[CH:38][CH:37]=2)=[O:32])[CH3:29]. The catalyst class is: 5. (2) Reactant: [F:1][C:2]1[CH:7]=[CH:6][C:5]([N:8]2[C:14](=[O:15])[C@@H:13]3[C@H:9]2[CH2:10][CH2:11][CH2:12]3)=[CH:4][CH:3]=1.OS(C(F)(F)F)(=O)=O. Product: [F:1][C:2]1[CH:7]=[CH:6][C:5]2[NH:8][CH:9]3[CH2:10][CH2:11][CH2:12][CH:13]3[C:14](=[O:15])[C:4]=2[CH:3]=1. The catalyst class is: 68.